From a dataset of Forward reaction prediction with 1.9M reactions from USPTO patents (1976-2016). Predict the product of the given reaction. (1) Given the reactants [OH:1][C:2]1[CH:9]=[CH:8][C:5]([CH:6]=O)=[CH:4][C:3]=1[N+:10]([O-:12])=[O:11].[CH3:13][O:14][CH2:15][CH2:16][O:17][CH2:18]Cl.[CH3:20][O:21][C:22]1[CH:23]=[C:24]([CH:28]=[CH:29][C:30]=1[O:31][CH3:32])[CH2:25][C:26]#[N:27], predict the reaction product. The product is: [CH3:20][O:21][C:22]1[CH:23]=[C:24](/[C:25](=[CH:6]/[C:5]2[CH:8]=[CH:9][C:2]([O:1][CH2:13][O:14][CH2:15][CH2:16][O:17][CH3:18])=[C:3]([N+:10]([O-:12])=[O:11])[CH:4]=2)/[C:26]#[N:27])[CH:28]=[CH:29][C:30]=1[O:31][CH3:32]. (2) Given the reactants C(N(C(C)C)CC)(C)C.[CH3:10][O:11][C:12]1[CH:13]=[C:14](/[CH:24]=[CH:25]/[C:26]([OH:28])=[O:27])[CH:15]=[CH:16][C:17]=1[N:18]1[CH:22]=[C:21]([CH3:23])[N:20]=[CH:19]1.Cl[CH:30]([C:35]([C:37]1[CH:42]=[CH:41][C:40]([F:43])=[CH:39][CH:38]=1)=[O:36])[C:31]([O:33][CH3:34])=[O:32].O.C(=O)(O)[O-].[Na+], predict the reaction product. The product is: [CH3:10][O:11][C:12]1[CH:13]=[C:14](/[CH:24]=[CH:25]/[C:26]([O:28][CH:30]([C:31]([O:33][CH3:34])=[O:32])[C:35]([C:37]2[CH:38]=[CH:39][C:40]([F:43])=[CH:41][CH:42]=2)=[O:36])=[O:27])[CH:15]=[CH:16][C:17]=1[N:18]1[CH:22]=[C:21]([CH3:23])[N:20]=[CH:19]1. (3) Given the reactants [O:1]=[C:2]1[CH2:6][CH2:5][N:4]([C:7]([O:9][C:10]([CH3:13])([CH3:12])[CH3:11])=[O:8])[CH2:3]1.C[Si](C)(C)[C:16]([F:19])([F:18])[F:17].[F-].C([N+](CCCC)(CCCC)CCCC)CCC, predict the reaction product. The product is: [OH:1][C:2]1([C:16]([F:19])([F:18])[F:17])[CH2:6][CH2:5][N:4]([C:7]([O:9][C:10]([CH3:13])([CH3:12])[CH3:11])=[O:8])[CH2:3]1. (4) Given the reactants [F:1][C:2]1[CH:3]=[C:4]([CH:19]=[CH:20][C:21]=1[C:22](=[O:25])[NH:23][CH3:24])[CH2:5][C:6]1[C:7]([CH3:18])=[C:8]([CH3:17])[C:9]([OH:16])=[C:10]([CH:15]=1)[C:11]([O:13][CH3:14])=[O:12].[H-].[Na+].C1C=CC(N([S:35]([C:38]([F:41])([F:40])[F:39])(=[O:37])=[O:36])[S:35]([C:38]([F:41])([F:40])[F:39])(=[O:37])=[O:36])=CC=1.Cl, predict the reaction product. The product is: [F:1][C:2]1[CH:3]=[C:4]([CH:19]=[CH:20][C:21]=1[C:22](=[O:25])[NH:23][CH3:24])[CH2:5][C:6]1[C:7]([CH3:18])=[C:8]([CH3:17])[C:9]([O:16][S:35]([C:38]([F:41])([F:40])[F:39])(=[O:37])=[O:36])=[C:10]([CH:15]=1)[C:11]([O:13][CH3:14])=[O:12]. (5) Given the reactants [CH3:1][N:2]1[C:10]2[CH:9]=[C:8]([N:11]3[CH:16]=[CH:15][C:14]([CH2:17][CH2:18][C:19]4[CH:24]=[CH:23][CH:22]=[CH:21][CH:20]=4)=[N:13][C:12]3=[O:25])[CH:7]=[CH:6][C:5]=2[C:4]2[CH2:26][CH2:27][N:28](C(OCCCC)=O)[CH2:29][CH2:30][C:3]1=2.[ClH:38], predict the reaction product. The product is: [ClH:38].[CH3:1][N:2]1[C:10]2[CH:9]=[C:8]([N:11]3[CH:16]=[CH:15][C:14]([CH2:17][CH2:18][C:19]4[CH:24]=[CH:23][CH:22]=[CH:21][CH:20]=4)=[N:13][C:12]3=[O:25])[CH:7]=[CH:6][C:5]=2[C:4]2[CH2:26][CH2:27][NH:28][CH2:29][CH2:30][C:3]1=2. (6) Given the reactants [Cl:1][C:2]1[CH:3]=[C:4]2[C:8](=[CH:9][CH:10]=1)[N:7]([C:11]1[N:15]([CH3:16])[N:14]=[C:13]([CH3:17])[C:12]=1[CH2:18][CH2:19][S:20]([NH2:23])(=[O:22])=[O:21])[CH:6]=[CH:5]2.[C:24](Cl)(=[O:28])[O:25][CH2:26][CH3:27].Cl, predict the reaction product. The product is: [Cl:1][C:2]1[CH:3]=[C:4]2[C:8](=[CH:9][CH:10]=1)[N:7]([C:11]1[N:15]([CH3:16])[N:14]=[C:13]([CH3:17])[C:12]=1[CH2:18][CH2:19][S:20]([NH:23][C:24](=[O:28])[O:25][CH2:26][CH3:27])(=[O:22])=[O:21])[CH:6]=[CH:5]2. (7) Given the reactants [CH3:1][O:2][C:3]1[CH:4]=[CH:5][C:6]2[N:7]([N:9]=[C:10]([NH2:12])[N:11]=2)[CH:8]=1.[C:13](N1C=CC=CC1=O)(N1C=CC=CC1=O)=[S:14], predict the reaction product. The product is: [N:12]([C:10]1[N:11]=[C:6]2[CH:5]=[CH:4][C:3]([O:2][CH3:1])=[CH:8][N:7]2[N:9]=1)=[C:13]=[S:14]. (8) Given the reactants [CH2:1]([O:5][C:6]1[CH:11]=[CH:10][CH:9]=[C:8]([Cl:12])[C:7]=1[C:13]#[N:14])[C@@H:2]1[O:4][CH2:3]1.[NH2:15][C:16]([CH3:28])([CH3:27])[CH2:17][C:18]1[CH:26]=[CH:25][C:21]2[O:22][CH2:23][CH2:24][C:20]=2[CH:19]=1, predict the reaction product. The product is: [ClH:12].[OH:4][C@@H:2]([CH2:1][O:5][C:6]1[CH:11]=[CH:10][CH:9]=[C:8]([Cl:12])[C:7]=1[C:13]#[N:14])[CH2:3][NH:15][C:16]([CH3:28])([CH3:27])[CH2:17][C:18]1[CH:26]=[CH:25][C:21]2[O:22][CH2:23][CH2:24][C:20]=2[CH:19]=1. (9) Given the reactants [NH2:1]/[C:2](/[CH3:8])=[CH:3]\[C:4]([O:6][CH3:7])=[O:5].N1C=CC=CC=1.[Br:15][CH2:16][C:17](Br)=[O:18], predict the reaction product. The product is: [Br:15][CH2:16][C:17]([NH:1]/[C:2](/[CH3:8])=[CH:3]\[C:4]([O:6][CH3:7])=[O:5])=[O:18].